From a dataset of Catalyst prediction with 721,799 reactions and 888 catalyst types from USPTO. Predict which catalyst facilitates the given reaction. (1) Reactant: CC(C)([O-])C.[Na+].[C:7]([N:10]1[C:19]2[C:14](=[CH:15][C:16](Br)=[N:17][C:18]=2[O:20][CH3:21])[C@H:13]([NH:23][C:24](=[O:33])[O:25][CH2:26][C:27]2[CH:32]=[CH:31][CH:30]=[CH:29][CH:28]=2)[C@@H:12]([CH3:34])[C@@H:11]1[CH:35]1[CH2:37][CH2:36]1)(=[O:9])[CH3:8].[NH:38]1[CH2:43][CH2:42][O:41][CH2:40][CH2:39]1. Product: [C:7]([N:10]1[C:19]2[C:14](=[CH:15][C:16]([N:38]3[CH2:43][CH2:42][O:41][CH2:40][CH2:39]3)=[N:17][C:18]=2[O:20][CH3:21])[C@H:13]([NH:23][C:24](=[O:33])[O:25][CH2:26][C:27]2[CH:32]=[CH:31][CH:30]=[CH:29][CH:28]=2)[C@@H:12]([CH3:34])[C@@H:11]1[CH:35]1[CH2:37][CH2:36]1)(=[O:9])[CH3:8]. The catalyst class is: 62. (2) Reactant: [N+:1]([C:4]1[CH:9]=[CH:8][C:7]([C:10]2[C:14]([C:15]3[CH:20]=[CH:19][N:18]=[C:17]4[N:21]([S:32]([C:35]5[CH:40]=[CH:39][CH:38]=[CH:37][CH:36]=5)(=[O:34])=[O:33])[C:22]([C:24]5[CH:29]=[CH:28][CH:27]=[C:26]([CH:30]=O)[CH:25]=5)=[CH:23][C:16]=34)=[CH:13][N:12]([CH2:41][CH3:42])[N:11]=2)=[CH:6][CH:5]=1)([O-:3])=[O:2].[CH3:43][NH:44][CH3:45].C(O[BH-](OC(=O)C)OC(=O)C)(=O)C.[Na+]. Product: [N+:1]([C:4]1[CH:9]=[CH:8][C:7]([C:10]2[C:14]([C:15]3[CH:20]=[CH:19][N:18]=[C:17]4[N:21]([S:32]([C:35]5[CH:40]=[CH:39][CH:38]=[CH:37][CH:36]=5)(=[O:34])=[O:33])[C:22]([C:24]5[CH:29]=[CH:28][CH:27]=[C:26]([CH2:30][N:44]([CH3:45])[CH3:43])[CH:25]=5)=[CH:23][C:16]=34)=[CH:13][N:12]([CH2:41][CH3:42])[N:11]=2)=[CH:6][CH:5]=1)([O-:3])=[O:2]. The catalyst class is: 7. (3) Reactant: [Cl:1][C:2]1[CH:3]=[C:4]([C:8]2[O:12][N:11]=[C:10]([CH:13]([OH:15])[CH3:14])[CH:9]=2)[CH:5]=[CH:6][CH:7]=1.CN(C=O)C.[H-].[Na+].[CH3:23][N:24]1[C:28](S(C)(=O)=O)=[N:27][N:26]=[C:25]1[C:33]1[CH:38]=[CH:37][N:36]=[CH:35][CH:34]=1. Product: [Cl:1][C:2]1[CH:3]=[C:4]([C:8]2[O:12][N:11]=[C:10]([CH:13]([O:15][C:28]3[N:24]([CH3:23])[C:25]([C:33]4[CH:38]=[CH:37][N:36]=[CH:35][CH:34]=4)=[N:26][N:27]=3)[CH3:14])[CH:9]=2)[CH:5]=[CH:6][CH:7]=1. The catalyst class is: 425. (4) Reactant: [C:1]([C:3]1[CH:22]=[CH:21][C:6]([O:7][CH:8]2[CH2:13][CH2:12][N:11](C(OC(C)(C)C)=O)[CH2:10][CH2:9]2)=[CH:5][CH:4]=1)#[N:2].C1(OC)C=CC=CC=1.FC(F)(F)C(O)=O. Product: [NH:11]1[CH2:10][CH2:9][CH:8]([O:7][C:6]2[CH:21]=[CH:22][C:3]([C:1]#[N:2])=[CH:4][CH:5]=2)[CH2:13][CH2:12]1. The catalyst class is: 4. (5) Reactant: Cl[C:2]1[N:6]([CH3:7])[N:5]=[CH:4][C:3]=1[N+:8]([O-:10])=[O:9].CC1(C)C(C)(C)OB([C:19]2[CH:27]=[C:26]3[C:22]([CH2:23][CH2:24][CH:25]3[NH:28][C:29](=[O:35])[O:30][C:31]([CH3:34])([CH3:33])[CH3:32])=[CH:21][CH:20]=2)O1.C([O-])([O-])=O.[Na+].[Na+]. Product: [CH3:7][N:6]1[C:2]([C:19]2[CH:27]=[C:26]3[C:22]([CH2:23][CH2:24][CH:25]3[NH:28][C:29](=[O:35])[O:30][C:31]([CH3:33])([CH3:32])[CH3:34])=[CH:21][CH:20]=2)=[C:3]([N+:8]([O-:10])=[O:9])[CH:4]=[N:5]1. The catalyst class is: 77. (6) Reactant: FC(F)(F)S(O[C:7]1[C:15]2[C:10](=[CH:11][N:12]=[CH:13][CH:14]=2)[O:9][C:8]=1[C:16]1[N:21]=[CH:20][C:19]([CH2:22][CH2:23][CH2:24][O:25][Si:26]([C:29]([CH3:32])([CH3:31])[CH3:30])([CH3:28])[CH3:27])=[CH:18][N:17]=1)(=O)=O.[NH2:35][C:36]1[CH:44]=[CH:43][C:42]([Cl:45])=[C:41]2[C:37]=1[CH:38]=[N:39][N:40]2[C:46]([O:48][C:49]([CH3:52])([CH3:51])[CH3:50])=[O:47].CC1(C)C2C(=C(P(C3C=CC=CC=3)C3C=CC=CC=3)C=CC=2)OC2C(P(C3C=CC=CC=3)C3C=CC=CC=3)=CC=CC1=2.[O-]P([O-])([O-])=O.[K+].[K+].[K+]. Product: [Si:26]([O:25][CH2:24][CH2:23][CH2:22][C:19]1[CH:20]=[N:21][C:16]([C:8]2[O:9][C:10]3=[CH:11][N:12]=[CH:13][CH:14]=[C:15]3[C:7]=2[NH:35][C:36]2[CH:44]=[CH:43][C:42]([Cl:45])=[C:41]3[C:37]=2[CH:38]=[N:39][N:40]3[C:46]([O:48][C:49]([CH3:52])([CH3:51])[CH3:50])=[O:47])=[N:17][CH:18]=1)([C:29]([CH3:30])([CH3:31])[CH3:32])([CH3:27])[CH3:28]. The catalyst class is: 101. (7) Reactant: C1([N:7]2[C:11](=[O:12])[C:10]3=[CH:13][CH:14]=[CH:15][CH:16]=[C:9]3[C:8]2=S)CCCCC1.SCCC[Si](OCC)(OCC)[O:23]CC. Product: [C:8]1(=[O:23])[NH:7][C:11](=[O:12])[C:10]2=[CH:13][CH:14]=[CH:15][CH:16]=[C:9]12. The catalyst class is: 22. (8) Reactant: C([Cl:4])(=O)C.[CH3:5][O:6][CH2:7][CH2:8][C@H:9]1[CH2:14][N:13]([C:15]2[C:24]3[N:23]=[C:22]([C:25]([F:28])([F:27])[F:26])[S:21][C:20]=3[NH:19][C:18]3[CH:29]=[CH:30][CH:31]=[CH:32][C:17]=3[N:16]=2)[CH2:12][CH2:11][N:10]1[CH2:33][CH2:34][OH:35]. Product: [ClH:4].[ClH:4].[CH3:5][O:6][CH2:7][CH2:8][CH:9]1[CH2:14][N:13]([C:15]2[C:24]3[N:23]=[C:22]([C:25]([F:28])([F:27])[F:26])[S:21][C:20]=3[NH:19][C:18]3[CH:29]=[CH:30][CH:31]=[CH:32][C:17]=3[N:16]=2)[CH2:12][CH2:11][N:10]1[CH2:33][CH2:34][OH:35]. The catalyst class is: 8. (9) Product: [CH3:1][C:2]1[N:7]=[C:6]2[S:8][C:9]3[CH2:13][CH2:12][CH2:11][C:10]=3[C:5]2=[C:4]([C:14]2[CH:15]=[CH:16][CH:17]=[CH:18][CH:19]=2)[C:3]=1[CH:20]([CH2:36][CH2:35][CH3:39])[C:21]([O:23][CH3:24])=[O:22]. Reactant: [CH3:1][C:2]1[N:7]=[C:6]2[S:8][C:9]3[CH2:13][CH2:12][CH2:11][C:10]=3[C:5]2=[C:4]([C:14]2[CH:19]=[CH:18][CH:17]=[CH:16][CH:15]=2)[C:3]=1[CH2:20][C:21]([O:23][CH3:24])=[O:22].[Li+].C[Si]([N-][Si](C)(C)C)(C)C.[CH2:35]1[CH2:39]OC[CH2:36]1.ICCC. The catalyst class is: 3.